From a dataset of Full USPTO retrosynthesis dataset with 1.9M reactions from patents (1976-2016). Predict the reactants needed to synthesize the given product. Given the product [Cl:12][C:13]1[C:18]([Cl:19])=[CH:17][CH:16]=[CH:15][C:14]=1[S:20]([NH:11][C:4]1[C:3]([O:2][CH3:1])=[N:8][C:7]([CH3:9])=[C:6]([CH3:10])[N:5]=1)(=[O:22])=[O:21], predict the reactants needed to synthesize it. The reactants are: [CH3:1][O:2][C:3]1[C:4]([NH2:11])=[N:5][C:6]([CH3:10])=[C:7]([CH3:9])[N:8]=1.[Cl:12][C:13]1[C:18]([Cl:19])=[CH:17][CH:16]=[CH:15][C:14]=1[S:20](Cl)(=[O:22])=[O:21].